Binary Classification. Given a T-cell receptor sequence (or CDR3 region) and an epitope sequence, predict whether binding occurs between them. From a dataset of TCR-epitope binding with 47,182 pairs between 192 epitopes and 23,139 TCRs. (1) The epitope is IQYIDIGNY. The TCR CDR3 sequence is CASSLIRGTEAFF. Result: 1 (the TCR binds to the epitope). (2) The epitope is GTSGSPIVNR. The TCR CDR3 sequence is CASSISGGPGETQYF. Result: 0 (the TCR does not bind to the epitope). (3) The epitope is ELAGIGILTV. The TCR CDR3 sequence is CASRKGTSGAYEQYF. Result: 1 (the TCR binds to the epitope). (4) The epitope is GTITVEELK. The TCR CDR3 sequence is CASSPSGTWDAFF. Result: 0 (the TCR does not bind to the epitope).